This data is from Blood-brain barrier permeability classification from the B3DB database. The task is: Regression/Classification. Given a drug SMILES string, predict its absorption, distribution, metabolism, or excretion properties. Task type varies by dataset: regression for continuous measurements (e.g., permeability, clearance, half-life) or binary classification for categorical outcomes (e.g., BBB penetration, CYP inhibition). Dataset: b3db_classification. (1) The compound is CCCn1c(=O)c2[nH]c([C@H]3CCC(=O)C3)nc2n(CCC)c1=O. The result is 0 (does not penetrate BBB). (2) The drug is CO/N=C(/C(=O)N[C@@H]1C(=O)N2C(C(=O)O)=CCS[C@@H]12)c1csc(N)n1. The result is 1 (penetrates BBB).